From a dataset of Catalyst prediction with 721,799 reactions and 888 catalyst types from USPTO. Predict which catalyst facilitates the given reaction. (1) Reactant: C(OC([N:8]1[C:16]2[C:11](=[CH:12][CH:13]=[CH:14][CH:15]=2)[CH:10]=[C:9]1[C:17]1[CH:18]=[C:19]2[C:24](=[CH:25][CH:26]=1)[C:23]1=[CH:27][C:28]([O:32][CH2:33][CH:34]3[CH2:39][O:38][CH2:37][CH2:36][O:35]3)=[N:29][C:30](=[O:31])[N:22]1[CH2:21][CH2:20]2)=O)(C)(C)C. Product: [O:35]1[CH2:36][CH2:37][O:38][CH2:39][CH:34]1[CH2:33][O:32][C:28]1[CH:27]=[C:23]2[C:24]3[C:19]([CH2:20][CH2:21][N:22]2[C:30](=[O:31])[N:29]=1)=[CH:18][C:17]([C:9]1[NH:8][C:16]2[C:11]([CH:10]=1)=[CH:12][CH:13]=[CH:14][CH:15]=2)=[CH:26][CH:25]=3. The catalyst class is: 118. (2) Reactant: [Cl:1][C:2]1[N:3]=[C:4](Cl)[C:5]2[C:10]([I:11])=[CH:9][N:8]([S:12]([C:15]3[CH:21]=[CH:20][C:18]([CH3:19])=[CH:17][CH:16]=3)(=[O:14])=[O:13])[C:6]=2[N:7]=1.Cl.[C:24]([N:31]1[CH2:36][CH2:35][CH:34]([CH2:37][NH2:38])[CH2:33][CH2:32]1)([O:26][C:27]([CH3:30])([CH3:29])[CH3:28])=[O:25].O.CCOC(C)=O. Product: [Cl:1][C:2]1[N:3]=[C:4]([NH:38][CH2:37][CH:34]2[CH2:35][CH2:36][N:31]([C:24]([O:26][C:27]([CH3:30])([CH3:29])[CH3:28])=[O:25])[CH2:32][CH2:33]2)[C:5]2[C:10]([I:11])=[CH:9][N:8]([S:12]([C:15]3[CH:21]=[CH:20][C:18]([CH3:19])=[CH:17][CH:16]=3)(=[O:14])=[O:13])[C:6]=2[N:7]=1. The catalyst class is: 23. (3) Product: [Br:8][C:5]1[CH:6]=[CH:7][C:2]([N:11]2[CH2:10][CH2:9][C@@H:13]([OH:14])[CH2:12]2)=[N:3][CH:4]=1. Reactant: Br[C:2]1[CH:7]=[CH:6][C:5]([Br:8])=[CH:4][N:3]=1.[CH2:9]1[C@@H:13]([OH:14])[CH2:12][NH:11][CH2:10]1. The catalyst class is: 11. (4) Reactant: [C:1]([O:5][C:6]([NH:8][CH2:9][CH2:10][CH2:11][CH:12]([CH2:16][C:17]1[N:18]=[CH:19][N:20]2[C:29]3[C:24](=[CH:25][CH:26]=[CH:27][CH:28]=3)[CH2:23][CH2:22][C:21]=12)[C:13](O)=[O:14])=[O:7])([CH3:4])([CH3:3])[CH3:2].[NH2:30][CH2:31][CH2:32][C:33]#[N:34].Cl.CN(C)CCCN=C=NCC.O.N1(O)C2C=CC=CC=2N=N1. Product: [C:31]([CH2:32][CH2:33][NH:34][C:13](=[O:14])[CH:12]([CH2:16][C:17]1[N:18]=[CH:19][N:20]2[C:29]3[C:24](=[CH:25][CH:26]=[CH:27][CH:28]=3)[CH2:23][CH2:22][C:21]=12)[CH2:11][CH2:10][CH2:9][NH:8][C:6](=[O:7])[O:5][C:1]([CH3:3])([CH3:2])[CH3:4])#[N:30]. The catalyst class is: 789. (5) Reactant: C([O:3][C:4](=[O:31])[CH2:5][C:6]([NH:8][C:9]1[CH:14]=[C:13]([Br:15])[C:12]([O:16][C:17]2[CH:22]=[C:21]([CH:23]([CH3:25])[CH3:24])[C:20]([OH:26])=[C:19]([CH:27]=[O:28])[CH:18]=2)=[C:11]([Br:29])[C:10]=1[CH3:30])=[O:7])C.[Li+].[OH-].Cl. Product: [Br:29][C:11]1[C:10]([CH3:30])=[C:9]([NH:8][C:6](=[O:7])[CH2:5][C:4]([OH:31])=[O:3])[CH:14]=[C:13]([Br:15])[C:12]=1[O:16][C:17]1[CH:22]=[C:21]([CH:23]([CH3:24])[CH3:25])[C:20]([OH:26])=[C:19]([CH:27]=[O:28])[CH:18]=1. The catalyst class is: 1. (6) Reactant: [Cl:1][C:2]1[C:3]([F:13])=[C:4]([I:12])[C:5]([OH:11])=[C:6]([C:8](=[O:10])[CH3:9])[CH:7]=1.I[CH2:15][CH3:16].C(=O)([O-])[O-].[K+].[K+]. Product: [Cl:1][C:2]1[C:3]([F:13])=[C:4]([I:12])[C:5]([O:11][CH2:15][CH3:16])=[C:6]([C:8](=[O:10])[CH3:9])[CH:7]=1. The catalyst class is: 9. (7) Reactant: Br[C:2]1[C:10]2[C:5](=[N:6][CH:7]=[CH:8][C:9]=2[Cl:11])[N:4]([S:12]([C:15]2[CH:20]=[CH:19][CH:18]=[CH:17][CH:16]=2)(=[O:14])=[O:13])[CH:3]=1.O.[CH3:22][N:23]1CCN(C)C1=O. Product: [Cl:11][C:9]1[CH:8]=[CH:7][N:6]=[C:5]2[N:4]([S:12]([C:15]3[CH:20]=[CH:19][CH:18]=[CH:17][CH:16]=3)(=[O:14])=[O:13])[CH:3]=[C:2]([C:22]#[N:23])[C:10]=12. The catalyst class is: 380. (8) Reactant: Cl.[NH:2]1[C:10]2[C:5](=[CH:6][CH:7]=[CH:8][CH:9]=2)[CH:4]=[C:3]1[C:11]1[N:12]=[C:13]([CH:21]2[CH2:26][CH2:25][NH:24][CH2:23][CH2:22]2)[N:14]2[CH:19]=[CH:18][N:17]=[C:16]([NH2:20])[C:15]=12.[CH:27]([C:29]1[CH:38]=[CH:37][C:36]2[C:31](=[CH:32][CH:33]=[CH:34][CH:35]=2)[N:30]=1)=O.C(N(CC)CC)C.C([BH3-])#N.[Na+]. Product: [NH:2]1[C:10]2[C:5](=[CH:6][CH:7]=[CH:8][CH:9]=2)[CH:4]=[C:3]1[C:11]1[N:12]=[C:13]([CH:21]2[CH2:26][CH2:25][N:24]([CH2:27][C:29]3[CH:38]=[CH:37][C:36]4[C:31](=[CH:32][CH:33]=[CH:34][CH:35]=4)[N:30]=3)[CH2:23][CH2:22]2)[N:14]2[CH:19]=[CH:18][N:17]=[C:16]([NH2:20])[C:15]=12. The catalyst class is: 12.